This data is from NCI-60 drug combinations with 297,098 pairs across 59 cell lines. The task is: Regression. Given two drug SMILES strings and cell line genomic features, predict the synergy score measuring deviation from expected non-interaction effect. (1) Drug 1: C1CCC(C(C1)N)N.C(=O)(C(=O)[O-])[O-].[Pt+4]. Cell line: SW-620. Drug 2: N.N.Cl[Pt+2]Cl. Synergy scores: CSS=38.5, Synergy_ZIP=2.47, Synergy_Bliss=2.52, Synergy_Loewe=1.87, Synergy_HSA=6.22. (2) Drug 1: CC1=C2C(C(=O)C3(C(CC4C(C3C(C(C2(C)C)(CC1OC(=O)C(C(C5=CC=CC=C5)NC(=O)OC(C)(C)C)O)O)OC(=O)C6=CC=CC=C6)(CO4)OC(=O)C)O)C)O. Drug 2: CN(CC1=CN=C2C(=N1)C(=NC(=N2)N)N)C3=CC=C(C=C3)C(=O)NC(CCC(=O)O)C(=O)O. Cell line: BT-549. Synergy scores: CSS=13.0, Synergy_ZIP=-4.45, Synergy_Bliss=-0.977, Synergy_Loewe=-8.79, Synergy_HSA=-1.21. (3) Drug 1: C1=C(C(=O)NC(=O)N1)F. Drug 2: C1=CC(=CC=C1CCCC(=O)O)N(CCCl)CCCl. Cell line: BT-549. Synergy scores: CSS=31.3, Synergy_ZIP=-11.2, Synergy_Bliss=-11.0, Synergy_Loewe=-5.68, Synergy_HSA=-3.38. (4) Synergy scores: CSS=23.1, Synergy_ZIP=3.67, Synergy_Bliss=4.44, Synergy_Loewe=-1.02, Synergy_HSA=2.48. Drug 2: CC12CCC3C(C1CCC2OP(=O)(O)O)CCC4=C3C=CC(=C4)OC(=O)N(CCCl)CCCl.[Na+]. Cell line: SR. Drug 1: COC1=C2C(=CC3=C1OC=C3)C=CC(=O)O2. (5) Drug 1: CN1CCC(CC1)COC2=C(C=C3C(=C2)N=CN=C3NC4=C(C=C(C=C4)Br)F)OC. Drug 2: CCCCCOC(=O)NC1=NC(=O)N(C=C1F)C2C(C(C(O2)C)O)O. Cell line: HS 578T. Synergy scores: CSS=-3.07, Synergy_ZIP=3.10, Synergy_Bliss=4.26, Synergy_Loewe=-3.04, Synergy_HSA=-2.34. (6) Drug 1: CCCS(=O)(=O)NC1=C(C(=C(C=C1)F)C(=O)C2=CNC3=C2C=C(C=N3)C4=CC=C(C=C4)Cl)F. Drug 2: C1=NC(=NC(=O)N1C2C(C(C(O2)CO)O)O)N. Cell line: MALME-3M. Synergy scores: CSS=47.3, Synergy_ZIP=3.22, Synergy_Bliss=2.64, Synergy_Loewe=-8.82, Synergy_HSA=0.649. (7) Drug 1: C1=NC2=C(N=C(N=C2N1C3C(C(C(O3)CO)O)O)F)N. Cell line: NCI-H322M. Drug 2: C1C(C(OC1N2C=NC(=NC2=O)N)CO)O. Synergy scores: CSS=-1.21, Synergy_ZIP=1.89, Synergy_Bliss=1.66, Synergy_Loewe=-2.03, Synergy_HSA=-3.16. (8) Drug 1: COC1=NC(=NC2=C1N=CN2C3C(C(C(O3)CO)O)O)N. Drug 2: C1=CC=C(C=C1)NC(=O)CCCCCCC(=O)NO. Cell line: MOLT-4. Synergy scores: CSS=82.4, Synergy_ZIP=0.369, Synergy_Bliss=1.26, Synergy_Loewe=2.07, Synergy_HSA=4.98. (9) Drug 1: C1CN1C2=NC(=NC(=N2)N3CC3)N4CC4. Drug 2: CC1C(C(CC(O1)OC2CC(CC3=C2C(=C4C(=C3O)C(=O)C5=C(C4=O)C(=CC=C5)OC)O)(C(=O)CO)O)N)O.Cl. Cell line: RPMI-8226. Synergy scores: CSS=64.7, Synergy_ZIP=-2.54, Synergy_Bliss=-0.562, Synergy_Loewe=-3.41, Synergy_HSA=5.13. (10) Drug 1: CC1=C2C(C(=O)C3(C(CC4C(C3C(C(C2(C)C)(CC1OC(=O)C(C(C5=CC=CC=C5)NC(=O)OC(C)(C)C)O)O)OC(=O)C6=CC=CC=C6)(CO4)OC(=O)C)OC)C)OC. Drug 2: COC1=C2C(=CC3=C1OC=C3)C=CC(=O)O2. Cell line: KM12. Synergy scores: CSS=50.1, Synergy_ZIP=14.1, Synergy_Bliss=16.6, Synergy_Loewe=-30.8, Synergy_HSA=7.64.